From a dataset of NCI-60 drug combinations with 297,098 pairs across 59 cell lines. Regression. Given two drug SMILES strings and cell line genomic features, predict the synergy score measuring deviation from expected non-interaction effect. (1) Drug 1: CN1C(=O)N2C=NC(=C2N=N1)C(=O)N. Drug 2: C1CNP(=O)(OC1)N(CCCl)CCCl. Cell line: NCI-H522. Synergy scores: CSS=-1.97, Synergy_ZIP=-1.24, Synergy_Bliss=-4.91, Synergy_Loewe=-3.95, Synergy_HSA=-4.23. (2) Drug 1: CCC1=CC2CC(C3=C(CN(C2)C1)C4=CC=CC=C4N3)(C5=C(C=C6C(=C5)C78CCN9C7C(C=CC9)(C(C(C8N6C)(C(=O)OC)O)OC(=O)C)CC)OC)C(=O)OC.C(C(C(=O)O)O)(C(=O)O)O. Drug 2: C1=CC(=CC=C1C#N)C(C2=CC=C(C=C2)C#N)N3C=NC=N3. Cell line: SF-295. Synergy scores: CSS=31.8, Synergy_ZIP=-7.86, Synergy_Bliss=-5.23, Synergy_Loewe=-21.5, Synergy_HSA=-3.51.